Dataset: Reaction yield outcomes from USPTO patents with 853,638 reactions. Task: Predict the reaction yield, written as a fraction of the theoretical maximum amount of product (1.0 means a 100% yield; for example, 0.34 means a 34% yield). (1) The reactants are [CH3:1][O:2][C:3](=[O:14])[C:4]1[C:5](=[CH:7][CH:8]=[C:9]([C:11](=[O:13])[CH3:12])[CH:10]=1)[OH:6].[C:15](=O)([O-])[O-].[Na+].[Na+].CI.Cl. The catalyst is O.CN(C)C=O. The product is [CH3:1][O:2][C:3](=[O:14])[C:4]1[CH:10]=[C:9]([C:11](=[O:13])[CH3:12])[CH:8]=[CH:7][C:5]=1[O:6][CH3:15]. The yield is 0.965. (2) The reactants are [O:1]=[C:2]1[CH:7]=[CH:6][N:5]([C:8]2[CH:13]=[CH:12][CH:11]=[C:10]([C:14]([F:17])([F:16])[F:15])[CH:9]=2)[N:4]=[C:3]1[C:18]([O:20]C)=O.[NH3:22]. No catalyst specified. The product is [O:1]=[C:2]1[CH:7]=[CH:6][N:5]([C:8]2[CH:13]=[CH:12][CH:11]=[C:10]([C:14]([F:17])([F:16])[F:15])[CH:9]=2)[N:4]=[C:3]1[C:18]([NH2:22])=[O:20]. The yield is 0.640. (3) The reactants are [C:1]([C:3]1[N:8]=[CH:7][C:6]([CH2:9][N:10]([CH:17]2[CH2:22][CH2:21][CH2:20][CH2:19][CH2:18]2)[C:11](=[O:16])[C:12]([F:15])([F:14])[F:13])=[CH:5][CH:4]=1)#[N:2].Cl.CCOCC. The catalyst is [Pd].CO. The product is [NH2:2][CH2:1][C:3]1[N:8]=[CH:7][C:6]([CH2:9][N:10]([CH:17]2[CH2:22][CH2:21][CH2:20][CH2:19][CH2:18]2)[C:11](=[O:16])[C:12]([F:13])([F:14])[F:15])=[CH:5][CH:4]=1. The yield is 0.990. (4) The reactants are [OH:1][C:2]1[C:11](=[O:12])[N:10]2[C:5]([C:6]([CH3:14])([CH3:13])[O:7][CH2:8][CH2:9]2)=[N:4][C:3]=1[C:15]([O:17][CH2:18][CH3:19])=[O:16].[CH2:20](Br)[C:21]1[CH:26]=[CH:25][CH:24]=[CH:23][CH:22]=1.C([O-])([O-])=O.[K+].[K+]. The catalyst is CN(C=O)C.CCOCC. The product is [CH2:20]([O:1][C:2]1[C:11](=[O:12])[N:10]2[C:5]([C:6]([CH3:13])([CH3:14])[O:7][CH2:8][CH2:9]2)=[N:4][C:3]=1[C:15]([O:17][CH2:18][CH3:19])=[O:16])[C:21]1[CH:26]=[CH:25][CH:24]=[CH:23][CH:22]=1. The yield is 0.780. (5) The reactants are [Br:1][C:2]1[CH:7]=[CH:6][C:5]([CH2:8][C:9]([O:11][CH2:12][CH3:13])=[O:10])=[CH:4][CH:3]=1.[Li+].[CH3:15][CH:16]([N-]C(C)C)C.C(I)C. The catalyst is C1COCC1. The product is [Br:1][C:2]1[CH:3]=[CH:4][C:5]([CH:8]([CH2:15][CH3:16])[C:9]([O:11][CH2:12][CH3:13])=[O:10])=[CH:6][CH:7]=1. The yield is 0.210.